Dataset: Full USPTO retrosynthesis dataset with 1.9M reactions from patents (1976-2016). Task: Predict the reactants needed to synthesize the given product. Given the product [C:34]([O:38][C:39]([NH:41][CH:42]([CH2:46][CH2:47][CH2:48][CH2:49][CH2:50][CH:51]=[CH2:52])[C:43]([N:20]1[CH2:21][C@H:17]([O:16][C:9]2[CH:8]=[C:7]([C:2]3[CH:3]=[CH:4][CH:5]=[CH:6][N:1]=3)[N:12]=[C:11]3[CH:13]=[CH:14][S:15][C:10]=23)[CH2:18][C@H:19]1[C:22]([NH:24][C@:25]1([C:30]([O:32][CH3:33])=[O:31])[CH2:27][C@H:26]1[CH:28]=[CH2:29])=[O:23])=[O:44])=[O:40])([CH3:37])([CH3:36])[CH3:35], predict the reactants needed to synthesize it. The reactants are: [N:1]1[CH:6]=[CH:5][CH:4]=[CH:3][C:2]=1[C:7]1[N:12]=[C:11]2[CH:13]=[CH:14][S:15][C:10]2=[C:9]([O:16][C@H:17]2[CH2:21][NH:20][C@H:19]([C:22]([NH:24][C@:25]3([C:30]([O:32][CH3:33])=[O:31])[CH2:27][C@H:26]3[CH:28]=[CH2:29])=[O:23])[CH2:18]2)[CH:8]=1.[C:34]([O:38][C:39]([NH:41][C@@H:42]([CH2:46][CH2:47][CH2:48][CH2:49][CH2:50][CH:51]=[CH2:52])[C:43](O)=[O:44])=[O:40])([CH3:37])([CH3:36])[CH3:35].C(N(CC)CC)C.CN(C(ON1N=NC2C=CC=NC1=2)=[N+](C)C)C.F[P-](F)(F)(F)(F)F.C(=O)(O)[O-].[Na+].